This data is from Forward reaction prediction with 1.9M reactions from USPTO patents (1976-2016). The task is: Predict the product of the given reaction. (1) Given the reactants [C:1]1([OH:7])[CH:6]=[CH:5][CH:4]=[CH:3][CH:2]=1.Cl[C:9]1[C:18]2[C:13](=[CH:14][CH:15]=[CH:16][CH:17]=2)[CH:12]=[C:11]([NH:19][C:20]2[CH:24]=[C:23]([CH3:25])[NH:22][N:21]=2)[N:10]=1, predict the reaction product. The product is: [CH3:25][C:23]1[NH:22][N:21]=[C:20]([NH:19][C:11]2[N:10]=[C:9]([O:7][C:1]3[CH:6]=[CH:5][CH:4]=[CH:3][CH:2]=3)[C:18]3[C:13]([CH:12]=2)=[CH:14][CH:15]=[CH:16][CH:17]=3)[CH:24]=1. (2) Given the reactants [N:1]1([CH2:6][CH2:7][CH2:8][O:9][C:10]2[CH:18]=[CH:17][C:16]3[N:15]4[CH2:19][CH2:20][CH2:21][NH:22][C:23](=[O:24])[C:14]4=[CH:13][C:12]=3[CH:11]=2)[CH2:5][CH2:4][CH2:3][CH2:2]1.Br[CH2:26][CH:27]1[CH2:29][CH2:28]1.[H-].[Na+], predict the reaction product. The product is: [CH:27]1([CH2:26][N:22]2[CH2:21][CH2:20][CH2:19][N:15]3[C:16]4[CH:17]=[CH:18][C:10]([O:9][CH2:8][CH2:7][CH2:6][N:1]5[CH2:5][CH2:4][CH2:3][CH2:2]5)=[CH:11][C:12]=4[CH:13]=[C:14]3[C:23]2=[O:24])[CH2:29][CH2:28]1. (3) Given the reactants [Cl:1][C:2]1[N:7]=[CH:6][C:5]2[NH:8][C:9](=[S:11])[NH:10][C:4]=2[CH:3]=1.[OH-].[K+].I[CH3:15], predict the reaction product. The product is: [Cl:1][C:2]1[N:7]=[CH:6][C:5]2[NH:8][C:9]([S:11][CH3:15])=[N:10][C:4]=2[CH:3]=1. (4) The product is: [CH3:12][O:13][C:14]([C:15]1[N:9]=[C:4]2[C:3]([C:2]([F:1])([F:10])[F:11])=[CH:8][CH:7]=[CH:6][N:5]2[CH:17]=1)=[O:19]. Given the reactants [F:1][C:2]([F:11])([F:10])[C:3]1[CH:4]([NH2:9])[NH:5][CH:6]=[CH:7][CH:8]=1.[CH3:12][O:13][C:14](=[O:19])[C:15]([CH2:17]Br)=O, predict the reaction product. (5) Given the reactants [Br:1][C:2]1[CH:7]=[CH:6][C:5]([CH:8]2[CH:13]([CH2:14][O:15][CH3:16])[CH2:12][N:11](C(OC(C)(C)C)=O)[CH:10](OC)[CH:9]2[C:26]2[CH:35]=[CH:34][C:33]3[C:28](=[CH:29][CH:30]=[CH:31][CH:32]=3)[CH:27]=2)=[CH:4][CH:3]=1.[ClH:36].[CH3:37][OH:38], predict the reaction product. The product is: [ClH:36].[Br:1][C:2]1[CH:3]=[CH:4][C:5]([CH:8]2[CH:13]([CH2:14][O:15][CH3:16])[CH2:12][N:11]([O:38][CH3:37])[CH2:10][CH:9]2[C:26]2[CH:35]=[CH:34][C:33]3[C:28](=[CH:29][CH:30]=[CH:31][CH:32]=3)[CH:27]=2)=[CH:6][CH:7]=1.